From a dataset of Forward reaction prediction with 1.9M reactions from USPTO patents (1976-2016). Predict the product of the given reaction. Given the reactants Cl.[Cl:2][C:3]1[CH:8]=[CH:7][C:6]([N:9]2[CH2:14][CH2:13][CH:12]([C:15]([OH:17])=O)[CH2:11][CH2:10]2)=[CH:5][C:4]=1[C:18]1[NH:22][C:21]2[CH:23]=[CH:24][C:25]([CH3:27])=[CH:26][C:20]=2[N:19]=1.CN(C(ON1N=NC2C=CC=NC1=2)=[N+](C)C)C.F[P-](F)(F)(F)(F)F.[CH3:52][NH:53][CH:54]1[CH2:58][CH2:57][N:56]([CH3:59])[CH2:55]1, predict the reaction product. The product is: [CH3:52][N:53]([CH:54]1[CH2:58][CH2:57][N:56]([CH3:59])[CH2:55]1)[C:15]([CH:12]1[CH2:11][CH2:10][N:9]([C:6]2[CH:7]=[CH:8][C:3]([Cl:2])=[C:4]([C:18]3[NH:22][C:21]4[CH:23]=[CH:24][C:25]([CH3:27])=[CH:26][C:20]=4[N:19]=3)[CH:5]=2)[CH2:14][CH2:13]1)=[O:17].